Dataset: Catalyst prediction with 721,799 reactions and 888 catalyst types from USPTO. Task: Predict which catalyst facilitates the given reaction. (1) Reactant: [CH3:1][C:2](C)([O-])[CH3:3].[K+].[Br:7][C:8]1[CH:9]=[CH:10][C:11](=[O:14])[NH:12][CH:13]=1.C(=O)([O-])[O-].[K+].[K+].BrC(C)C. Product: [Br:7][C:8]1[CH:9]=[CH:10][C:11](=[O:14])[N:12]([CH:2]([CH3:3])[CH3:1])[CH:13]=1. The catalyst class is: 57. (2) Reactant: [NH2:1][CH2:2][CH2:3][CH2:4][OH:5].[C:6](Cl)([C:19]1[CH:24]=[CH:23][CH:22]=[CH:21][CH:20]=1)([C:13]1[CH:18]=[CH:17][CH:16]=[CH:15][CH:14]=1)[C:7]1[CH:12]=[CH:11][CH:10]=[CH:9][CH:8]=1. Product: [C:6]([NH:1][CH2:2][CH2:3][CH2:4][OH:5])([C:7]1[CH:12]=[CH:11][CH:10]=[CH:9][CH:8]=1)([C:19]1[CH:20]=[CH:21][CH:22]=[CH:23][CH:24]=1)[C:13]1[CH:14]=[CH:15][CH:16]=[CH:17][CH:18]=1. The catalyst class is: 1. (3) The catalyst class is: 38. Product: [CH3:32][S:33]([OH:36])(=[O:35])=[O:34].[C:1]1([C@@H:7]([C:12]2[C:20]3[C:15](=[CH:16][C:17]([O:21][CH2:22][CH2:23][CH2:24][NH:25][C:26]4[CH:31]=[CH:30][CH:29]=[CH:28][N:27]=4)=[CH:18][CH:19]=3)[NH:14][CH:13]=2)[CH2:8][C:9]([OH:11])=[O:10])[CH:6]=[CH:5][CH:4]=[CH:3][CH:2]=1. Reactant: [C:1]1([C@@H:7]([C:12]2[C:20]3[C:15](=[CH:16][C:17]([O:21][CH2:22][CH2:23][CH2:24][NH:25][C:26]4[CH:31]=[CH:30][CH:29]=[CH:28][N:27]=4)=[CH:18][CH:19]=3)[NH:14][CH:13]=2)[CH2:8][C:9]([OH:11])=[O:10])[CH:6]=[CH:5][CH:4]=[CH:3][CH:2]=1.[CH3:32][S:33]([OH:36])(=[O:35])=[O:34]. (4) Product: [Cl:1][C:2]1[CH:3]=[CH:4][C:5]([S:8][CH2:9][C:10]2[CH:11]=[CH:12][C:13]([C:33]([OH:35])=[O:34])=[CH:14][CH:15]=2)=[CH:6][CH:7]=1. Reactant: [Cl:1][C:2]1[CH:7]=[CH:6][C:5]([S:8][CH2:9][CH2:10][CH2:11][CH2:12][CH2:13][CH2:14][CH2:15]C(O)=O)=[CH:4][CH:3]=1.ClC1C=CC(S)=CC=1.BrCC1C=CC([C:33]([OH:35])=[O:34])=CC=1.[OH-].[K+]. The catalyst class is: 2. (5) Reactant: Br[C:2]1[CH:3]=[CH:4][C:5]([Cl:18])=[C:6]([S:8]([NH:11][C:12]2[CH:17]=[CH:16][CH:15]=[CH:14][CH:13]=2)(=[O:10])=[O:9])[CH:7]=1.[B:19]1([B:19]2[O:23][C:22]([CH3:25])([CH3:24])[C:21]([CH3:27])([CH3:26])[O:20]2)[O:23][C:22]([CH3:25])([CH3:24])[C:21]([CH3:27])([CH3:26])[O:20]1.CC([O-])=O.[K+].C(Cl)Cl. Product: [Cl:18][C:5]1[CH:4]=[CH:3][C:2]([B:19]2[O:23][C:22]([CH3:25])([CH3:24])[C:21]([CH3:27])([CH3:26])[O:20]2)=[CH:7][C:6]=1[S:8]([NH:11][C:12]1[CH:17]=[CH:16][CH:15]=[CH:14][CH:13]=1)(=[O:10])=[O:9]. The catalyst class is: 438. (6) The catalyst class is: 267. Reactant: [CH3:1][N:2]([CH3:13])[C:3]1[CH:8]=[CH:7][C:6](I)=[CH:5][C:4]=1[O:10][CH2:11][CH3:12].O.[CH3:15][N:16](C=O)C. Product: [CH3:1][N:2]([CH3:13])[C:3]1[CH:8]=[CH:7][C:6]([C:15]#[N:16])=[CH:5][C:4]=1[O:10][CH2:11][CH3:12].